From a dataset of Peptide-MHC class II binding affinity with 134,281 pairs from IEDB. Regression. Given a peptide amino acid sequence and an MHC pseudo amino acid sequence, predict their binding affinity value. This is MHC class II binding data. (1) The peptide sequence is AEAVKKFGYELEALA. The MHC is DRB1_1302 with pseudo-sequence DRB1_1302. The binding affinity (normalized) is 0. (2) The peptide sequence is GKLQIVDKIDAAFKI. The MHC is DRB5_0101 with pseudo-sequence DRB5_0101. The binding affinity (normalized) is 0.712.